From a dataset of Reaction yield outcomes from USPTO patents with 853,638 reactions. Predict the reaction yield, written as a fraction of the theoretical maximum amount of product (1.0 means a 100% yield; for example, 0.34 means a 34% yield). (1) The reactants are [O:1]=[C:2]1[CH2:10][CH2:9][CH2:8][C:7]2[NH:6][CH:5]=[C:4]([CH:11]([CH3:15])C(O)=O)[C:3]1=2.[C:16](N1C=CN=C1)(N1C=CN=C1)=[O:17].[CH3:28][N:29]1[CH2:34][CH2:33][NH:32][CH2:31][CH2:30]1.C(N(CC)C(C)C)(C)C. The catalyst is ClCCl.O. The product is [CH3:28][N:29]1[CH2:34][CH2:33][N:32]([C:16](=[O:17])[CH2:15][CH2:11][C:4]2[C:3]3[C:2](=[O:1])[CH2:10][CH2:9][CH2:8][C:7]=3[NH:6][CH:5]=2)[CH2:31][CH2:30]1. The yield is 0.570. (2) The reactants are C[Zn]C.Cl[C:5]1[N:14]=[C:13]([O:15][CH2:16][C:17]([F:20])([F:19])[F:18])[CH:12]=[CH:11][C:6]=1[C:7]([O:9][CH3:10])=[O:8].Cl[C:22]1C=CC(C(OC)=O)=C(OCC(F)(F)F)N=1. No catalyst specified. The product is [CH3:22][C:5]1[N:14]=[C:13]([O:15][CH2:16][C:17]([F:20])([F:19])[F:18])[CH:12]=[CH:11][C:6]=1[C:7]([O:9][CH3:10])=[O:8]. The yield is 0.360.